From a dataset of Forward reaction prediction with 1.9M reactions from USPTO patents (1976-2016). Predict the product of the given reaction. (1) Given the reactants S(Cl)(Cl)=O.C(O)(=O)CCCCCCCCCCC.C(Cl)(=O)CCCCCCCCCCC.[C:33]([N:46]=[C:47]=[S:48])(=[O:45])[CH2:34][CH2:35][CH2:36][CH2:37][CH2:38][CH2:39][CH2:40][CH2:41][CH2:42][CH2:43][CH3:44].[CH3:49][O:50][C:51]1[CH:52]=[C:53]2[C:58](=[CH:59][C:60]=1[O:61][CH3:62])[N:57]=[CH:56][CH:55]=[C:54]2[O:63][C:64]1[CH:70]=[CH:69][C:67]([NH2:68])=[C:66]([F:71])[CH:65]=1, predict the reaction product. The product is: [CH3:49][O:50][C:51]1[CH:52]=[C:53]2[C:58](=[CH:59][C:60]=1[O:61][CH3:62])[N:57]=[CH:56][CH:55]=[C:54]2[O:63][C:64]1[CH:70]=[CH:69][C:67]([NH:68][C:47]([NH:46][C:33](=[O:45])[CH2:34][CH2:35][CH2:36][CH2:37][CH2:38][CH2:39][CH2:40][CH2:41][CH2:42][CH2:43][CH3:44])=[S:48])=[C:66]([F:71])[CH:65]=1. (2) Given the reactants C1([NH:5][C:6]2[C:7]3[CH:31]=[CH:30][NH:29][C:8]=3[N:9]=[C:10]([NH:12]C3C=CC(S(N4CCC(O)CC4)(=O)=O)=CC=3)[N:11]=2)CCC1.CS(CC1C=C(C=CC=1)N)(=O)=O, predict the reaction product. The product is: [N:9]1[C:8]2[NH:29][CH:30]=[CH:31][C:7]=2[C:6]([NH2:5])=[N:11][C:10]=1[NH2:12]. (3) Given the reactants [Br:1][C:2]1[CH:3]=[N:4][C:5]2[N:6]([N:8]=[C:9]([C:11]([OH:13])=O)[CH:10]=2)[CH:7]=1.[CH3:14][S:15]([C:18]1[CH:19]=[CH:20][CH:21]=[C:22]2[C:27]=1[CH:26]([CH3:28])[NH:25][CH2:24][CH2:23]2)(=[O:17])=[O:16], predict the reaction product. The product is: [Br:1][C:2]1[CH:3]=[N:4][C:5]2[N:6]([N:8]=[C:9]([C:11]([N:25]3[CH2:24][CH2:23][C:22]4[C:27](=[C:18]([S:15]([CH3:14])(=[O:16])=[O:17])[CH:19]=[CH:20][CH:21]=4)[CH:26]3[CH3:28])=[O:13])[CH:10]=2)[CH:7]=1.